From a dataset of Reaction yield outcomes from USPTO patents with 853,638 reactions. Predict the reaction yield, written as a fraction of the theoretical maximum amount of product (1.0 means a 100% yield; for example, 0.34 means a 34% yield). (1) The reactants are Br[C:2]1[N:7]=[C:6]([C:8]([OH:10])=[O:9])[CH:5]=[CH:4][CH:3]=1.[C:11]1(B(O)O)[CH:16]=[CH:15][CH:14]=[CH:13][CH:12]=1.C([O-])([O-])=O.[Na+].[Na+]. The catalyst is COCCOC. The product is [C:11]1([C:2]2[N:7]=[C:6]([C:8]([OH:10])=[O:9])[CH:5]=[CH:4][CH:3]=2)[CH:16]=[CH:15][CH:14]=[CH:13][CH:12]=1. The yield is 0.510. (2) The product is [NH2:1][C:2]1[CH:10]=[CH:9][C:8]([OH:11])=[CH:7][C:3]=1[C:4]([O:6][CH3:17])=[O:5]. The reactants are [NH2:1][C:2]1[CH:10]=[CH:9][C:8]([OH:11])=[CH:7][C:3]=1[C:4]([OH:6])=[O:5].S(=O)(=O)(O)O.[C:17](=O)(O)[O-].[Na+]. The catalyst is CO. The yield is 0.800. (3) The reactants are [Br:1][C:2]1[S:6][C:5]([CH:7]([OH:13])[C:8]([O:10][CH2:11][CH3:12])=[O:9])=[CH:4][CH:3]=1.[CH3:14][C:15]([Si:18](Cl)([CH3:20])[CH3:19])([CH3:17])[CH3:16].C(N(CC)CC)C. The catalyst is CN(C1C=CN=CC=1)C.ClCCl. The product is [Br:1][C:2]1[S:6][C:5]([CH:7]([O:13][Si:18]([C:15]([CH3:17])([CH3:16])[CH3:14])([CH3:20])[CH3:19])[C:8]([O:10][CH2:11][CH3:12])=[O:9])=[CH:4][CH:3]=1. The yield is 0.699.